This data is from Full USPTO retrosynthesis dataset with 1.9M reactions from patents (1976-2016). The task is: Predict the reactants needed to synthesize the given product. (1) Given the product [F:1][CH:2]([F:11])[O:3][C:4]1[CH:10]=[CH:9][C:8]([I:12])=[C:6]([CH:5]=1)[NH2:7], predict the reactants needed to synthesize it. The reactants are: [F:1][CH:2]([F:11])[O:3][C:4]1[CH:5]=[C:6]([CH:8]=[CH:9][CH:10]=1)[NH2:7].[I:12]Cl.C([O-])(=O)C.[Na+]. (2) Given the product [CH3:25][O:24][C:7]1[CH:6]=[CH:5][C:4]2[N:3]=[C:2]([NH:37][C:36]3[CH:35]=[CH:34][C:33]([O:26][C:27]4[CH:32]=[CH:31][CH:30]=[CH:29][CH:28]=4)=[CH:39][CH:38]=3)[C:11]3=[N:12][NH:13][CH:14]=[C:10]3[C:9]=2[CH:8]=1, predict the reactants needed to synthesize it. The reactants are: Cl[C:2]1[C:11]2=[N:12][N:13](CC3C=CC(OC)=CC=3)[CH:14]=[C:10]2[C:9]2[CH:8]=[C:7]([O:24][CH3:25])[CH:6]=[CH:5][C:4]=2[N:3]=1.[O:26]([C:33]1[CH:39]=[CH:38][C:36]([NH2:37])=[CH:35][CH:34]=1)[C:27]1[CH:32]=[CH:31][CH:30]=[CH:29][CH:28]=1.Cl. (3) Given the product [Si:44]([O:51][CH2:52][C@@H:26]1[CH2:25][C:24]2[C:19](=[CH:20][CH:21]=[CH:22][CH:23]=2)[CH2:18][N:17]1[C:15]([C:3]1[CH:4]=[C:5]([CH:13]=[CH:14][C:2]=1[I:1])[C:6]([O:8][C:9]([CH3:12])([CH3:11])[CH3:10])=[O:7])=[O:16])([C:47]([CH3:50])([CH3:49])[CH3:48])([CH3:46])[CH3:45], predict the reactants needed to synthesize it. The reactants are: [I:1][C:2]1[CH:14]=[CH:13][C:5]([C:6]([O:8][C:9]([CH3:12])([CH3:11])[CH3:10])=[O:7])=[CH:4][C:3]=1[C:15]([N:17]1[CH2:26][CH2:25][C:24]2[C:19](=[CH:20][CH:21]=[CH:22][CH:23]=2)[CH2:18]1)=[O:16].C(OC(C1C=CC(I)=C(C=1)C(O)=O)=O)(C)(C)C.[Si:44]([O:51][CH2:52][C@@H]1CC2C(=CC=CC=2)CN1)([C:47]([CH3:50])([CH3:49])[CH3:48])([CH3:46])[CH3:45]. (4) Given the product [Si:15]([O:10][CH2:9][C:3]1[CH:4]=[C:5]([CH:7]=[O:8])[S:6][C:2]=1[Cl:1])([C:12]([CH3:14])([CH3:13])[CH3:11])([CH3:17])[CH3:16], predict the reactants needed to synthesize it. The reactants are: [Cl:1][C:2]1[S:6][C:5]([CH:7]=[O:8])=[CH:4][C:3]=1[CH2:9][OH:10].[CH3:11][C:12]([Si:15](Cl)([CH3:17])[CH3:16])([CH3:14])[CH3:13].N1C=CN=C1. (5) Given the product [CH3:25][N:26]1[CH2:34][C:33]2[C:28](=[CH:29][CH:30]=[C:31]([NH:35][C:2]3[C:3]4[NH:15][N:14]=[CH:13][C:4]=4[N:5]=[C:6]([C:8]4[S:9][CH:10]=[CH:11][CH:12]=4)[N:7]=3)[CH:32]=2)[CH2:27]1, predict the reactants needed to synthesize it. The reactants are: Cl[C:2]1[C:3]2[C:4](=[CH:13][N:14](CC3C=CC(OC)=CC=3)[N:15]=2)[N:5]=[C:6]([C:8]2[S:9][CH:10]=[CH:11][CH:12]=2)[N:7]=1.[CH3:25][N:26]1[CH2:34][C:33]2[C:28](=[CH:29][CH:30]=[C:31]([NH2:35])[CH:32]=2)[CH2:27]1.Cl. (6) Given the product [CH3:1][N:2]1[CH2:7][CH2:6][CH:5]([C:8]2[CH:9]=[CH:10][C:11]([NH2:14])=[N:12][CH:13]=2)[CH2:4][CH2:3]1, predict the reactants needed to synthesize it. The reactants are: [CH3:1][N:2]1[CH2:7][CH:6]=[C:5]([C:8]2[CH:9]=[CH:10][C:11]([N+:14]([O-])=O)=[N:12][CH:13]=2)[CH2:4][CH2:3]1. (7) Given the product [C:34]([C:35]([NH:19][C@@H:15]([CH2:14][S:13][CH2:12]/[CH:11]=[C:10](\[CH3:20])/[CH2:9][CH2:8]/[CH:7]=[C:6](\[CH3:21])/[CH2:5][CH2:4][CH:3]=[C:2]([CH3:22])[CH3:1])[C:16]([OH:18])=[O:17])=[O:33])([OH:37])=[O:36], predict the reactants needed to synthesize it. The reactants are: [CH3:1][C:2]([CH3:22])=[CH:3][CH2:4][CH2:5]/[C:6](/[CH3:21])=[CH:7]/[CH2:8][CH2:9]/[C:10](/[CH3:20])=[CH:11]/[CH2:12][S:13][CH2:14][C@H:15]([NH2:19])[C:16]([OH:18])=[O:17].C(N(CC)C(C)C)(C)C.[Li+].[OH-:33].[C:34]([O:37]CC)(=[O:36])[CH3:35].